Dataset: Experimentally validated miRNA-target interactions with 360,000+ pairs, plus equal number of negative samples. Task: Binary Classification. Given a miRNA mature sequence and a target amino acid sequence, predict their likelihood of interaction. (1) The miRNA is mmu-miR-466p-3p with sequence AUACAUACACGCACACAUAAGA. The protein sequence of the target gene is MSSQTKFKKDKEIIAEYEAQIKEIRTQLVEQFKCLEQQSESRLQLLQDLQEFFRRKAEIELEYSRSLEKLAERFSSKIRSSREHQFKKDQYLLSPVNCWYLVLHQTRRESRDHATLNDIFMNNVIVRLSQISEDVIRLFKKSKEIGLQMHEELLKVTNELYTVMKTYHMYHAESISAESKLKEAEKQEEKQFNKSGELSMNLLRHEDRPQRRSSVKKIEKMKEKRQAKYSENKLKCTKARNDYLLNLAATNAAISKYYIHDVSDLIDCCDLGFHASLARTFRTYLSAEYNLETSRHEGLD.... Result: 1 (interaction). (2) The protein sequence of the target gene is MGVQVETISPGDGRTFPKRGQTCVVHYTGMLEDGKKFDSSRDRNKPFKFTLGKQEVIRGWEEGVAQMSVGQRAKLIISSDYAYGATGHPGIIPPHATLVFDVELLKLE. Result: 0 (no interaction). The miRNA is rno-miR-203a-3p with sequence GUGAAAUGUUUAGGACCACUAG. (3) The miRNA is hsa-miR-6770-3p with sequence CUGGCGGCUGUGUCUUCACAG. The protein sequence of the target gene is MVLWILWRPFGFSGRFLKLESHSITESKSLIPVAWTSLTQMLLEAPGIFLLGQRKRFSTMPETETHERETELFSPPSDVRGMTKLDRTAFKKTVNIPVLKVRKEIVSKLMRSLKRAALQRPGIRRVIEDPEDKESRLIMLDPYKIFTHDSFEKAELSVLEQLNVSPQISKYNLELTYEHFKSEEILRAVLPEGQDVTSGFSRIGHIAHLNLRDHQLSFKHLIGQVMIDKNPGITSAVNKINNIDNMYRNFQMEVLSGEQNMMTKVRENNYTYEFDFSKVYWNPRLSTEHSRITELLKPGD.... Result: 1 (interaction). (4) The miRNA is mmu-miR-291a-3p with sequence AAAGUGCUUCCACUUUGUGUGC. The protein sequence of the target gene is MHLVAGDSPGSGPHLPATAFIIPASSATLGLPSSALDVSCFPREPIHVGAPEQVAGCEPVSATVLPQLSAGPASSSTSTVRLLEWTEAAAPPPGGGLRFRISEYKPLNMAGVEQPPSPELRQEGVTEYEDGGAPAGDGEAGPQQAEDHPQNPPEDPNQDPPEDDSTCQCQACGPHQAAGPDLGSSNDGCPQLFQERSVIVENSSGSTSASELLKPMKKRKRREYQSPSEEESEPEAMEKQEEGKDPEGQPTASTPESEEWSSSQPATGEKKECWSWESYLEEQKAITAPVSLFQDSQAVT.... Result: 0 (no interaction). (5) The miRNA is rno-miR-200c-5p with sequence CGUCUUACCCAGCAGUGUUUG. The protein sequence of the target gene is MPPANPHLNHTGGCTKTEEEEAASSEEDSGSFHGSGVCKWFNVRMGFGFLSMTHREGICLDSPVDVFVHQSKLHMEGFRSLKEGEAVEFTFKRSSKGLESLQVTGPGGAPCVGSEKKPKGTQKRRSKGDRCFNCGGPNHHAKECQLPPQPKKCHFCQSISHMVANCPIKAQQLSPGSQGKSTTSTGEEEDMSHTPLLPESTD. Result: 0 (no interaction). (6) The miRNA is hsa-miR-297 with sequence AUGUAUGUGUGCAUGUGCAUG. The protein sequence of the target gene is MQRLQVVLGHLRGPADSGWMPQAAPCLSGAPQASAADVVVVHGRRTAICRAGRGGFKDTTPDELLSAVMTAVLKDVNLRPEQLGDICVGNVLQPGAGAIMARIAQFLSDIPETVPLSTVNRQCSSGLQAVASIAGGIRNGSYDIGMACGVESMSLADRGNPGNITSRLMEKEKARDCLIPMGITSENVAERFGISREKQDTFALASQQKAARAQSKGCFQAEIVPVTTTVHDDKGTKRSITVTQDEGIRPSTTMEGLAKLKPAFKKDGSTTAGNSSQVSDGAAAILLARRSKAEELGLPI.... Result: 0 (no interaction). (7) The miRNA is hsa-miR-2682-5p with sequence CAGGCAGUGACUGUUCAGACGUC. The protein sequence of the target gene is MAQSSPQLDIQVLHDLRQRFPEIPEGVVSQCMLQNNNNLEACCRALSQESSKYLYMEYHSPDDNRMNRNRLLHINLGIHSPSSYHPGDGAQLNGGRTLVHSSSDGHIDPQHAAGKQLICLVQEPHSAPAVVAATPNYNPFFMNEQNRSAATPPSQPPQQPSSMQTGMNPSAMQGPSPPPPPPSYMHIPRYSTNPITVTVSQNLPSGQTVPRALQILPQIPSNLYGSPGSIYIRQTSQSSSGRQTPQSTPWQSSPQGPVPHYSQRPLPVYPHQQNYQPSQYSPKQQQIPQSAYHSPPPSQC.... Result: 0 (no interaction). (8) The miRNA is hsa-let-7b-5p with sequence UGAGGUAGUAGGUUGUGUGGUU. The protein sequence of the target gene is MFHGIPATPGIGAPGNKPELYEEVKLYKNAREREKYDNMAELFAVVKTMQALEKAYIKDCVSPSEYTAACSRLLVQYKAAFRQVQGSEISSIDEFCRKFRLDCPLAMERIKEDRPITIKDDKGNLNRCIADVVSLFITVMDKLRLEIRAMDEIQPDLRELMETMHRMSHLPPDFEGRQTVSQWLQTLSGMSASDELDDSQVRQMLFDLESAYNAFNRFLHA. Result: 1 (interaction).